From a dataset of Peptide-MHC class I binding affinity with 185,985 pairs from IEDB/IMGT. Regression. Given a peptide amino acid sequence and an MHC pseudo amino acid sequence, predict their binding affinity value. This is MHC class I binding data. (1) The peptide sequence is RTLGSFTWF. The MHC is HLA-B15:17 with pseudo-sequence HLA-B15:17. The binding affinity (normalized) is 1.00. (2) The peptide sequence is VLYHRYNLV. The MHC is HLA-B39:01 with pseudo-sequence HLA-B39:01. The binding affinity (normalized) is 0.0847. (3) The peptide sequence is RLRQDTEDIV. The MHC is HLA-A02:02 with pseudo-sequence HLA-A02:02. The binding affinity (normalized) is 0.547. (4) The peptide sequence is KQYKFYNQI. The MHC is HLA-A30:01 with pseudo-sequence HLA-A30:01. The binding affinity (normalized) is 0.334. (5) The peptide sequence is RVYADPMAL. The MHC is HLA-A32:01 with pseudo-sequence HLA-A32:01. The binding affinity (normalized) is 0.683. (6) The peptide sequence is FLIDLAFLI. The binding affinity (normalized) is 1.00. The MHC is HLA-A02:12 with pseudo-sequence HLA-A02:12. (7) The peptide sequence is RYSIFFDY. The MHC is HLA-B14:02 with pseudo-sequence HLA-B14:02. The binding affinity (normalized) is 0.213. (8) The peptide sequence is DFPGLAKVL. The MHC is Mamu-A01 with pseudo-sequence Mamu-A01. The binding affinity (normalized) is 0.477. (9) The peptide sequence is FFPQNGQFI. The MHC is H-2-Kb with pseudo-sequence H-2-Kb. The binding affinity (normalized) is 0.0352.